Dataset: Catalyst prediction with 721,799 reactions and 888 catalyst types from USPTO. Task: Predict which catalyst facilitates the given reaction. (1) Reactant: [CH:1]([N:4](CC)[CH:5](C)C)(C)C.[F:10][C:11]1[CH:24]=[C:23]([C:25]2[CH:26]=[N:27][C:28]3[N:29]([C:31]([C:34]4([C:37]5[CH:38]=[C:39]6[C:44](=[CH:45][CH:46]=5)[N:43]=[CH:42][CH:41]=[CH:40]6)[CH2:36][CH2:35]4)=[CH:32][N:33]=3)[CH:30]=2)[CH:22]=[CH:21][C:12]=1[C:13]([NH:15][CH:16]([CH3:20])[C:17](O)=[O:18])=[O:14].[CH3:47]NC.F[P-](F)(F)(F)(F)F.N1(O[P+](N(C)C)(N(C)C)N(C)C)C2C=CC=CC=2N=N1. Product: [CH3:1][N:4]([CH3:5])[C:17](=[O:18])[CH:16]([NH:15][C:13](=[O:14])[C:12]1[CH:21]=[CH:22][C:23]([C:25]2[CH:26]=[N:27][C:28]3[N:29]([C:31]([C:34]4([C:37]5[CH:38]=[C:39]6[C:44](=[CH:45][CH:46]=5)[N:43]=[CH:42][CH:41]=[CH:40]6)[CH2:35][CH2:36]4)=[CH:32][N:33]=3)[CH:30]=2)=[CH:24][C:11]=1[F:10])[CH2:20][CH3:47]. The catalyst class is: 9. (2) Reactant: O.[OH-].[Li+].[CH2:4]([C:6]1[CH:7]=[CH:8][C:9]([F:34])=[C:10]([C:12]2[CH:13]=[N:14][C:15]([N:18]3[C:26]4[C:21](=[CH:22][CH:23]=[C:24]([C:27]([O:29]C)=[O:28])[CH:25]=4)[C:20]([CH:31]([OH:33])[CH3:32])=[CH:19]3)=[N:16][CH:17]=2)[CH:11]=1)[CH3:5]. Product: [CH2:4]([C:6]1[CH:7]=[CH:8][C:9]([F:34])=[C:10]([C:12]2[CH:17]=[N:16][C:15]([N:18]3[C:26]4[C:21](=[CH:22][CH:23]=[C:24]([C:27]([OH:29])=[O:28])[CH:25]=4)[C:20]([CH:31]([OH:33])[CH3:32])=[CH:19]3)=[N:14][CH:13]=2)[CH:11]=1)[CH3:5]. The catalyst class is: 20. (3) Reactant: [CH2:1]([C:13]1[CH:18]=[CH:17][C:16]([S:19]([O-:22])(=[O:21])=[O:20])=[CH:15][CH:14]=1)[CH2:2][CH2:3][CH2:4][CH2:5][CH2:6][CH2:7][CH2:8][CH2:9][CH2:10][CH2:11][CH3:12].[Na+].C(O)(=O)C.[CH:28]#[C:29][CH2:30][NH:31][C@H:32]1[C:36]2[CH:37]=[CH:38][CH:39]=[CH:40][C:35]=2[CH2:34][CH2:33]1. Product: [CH:28]#[C:29][CH2:30][NH:31][C@H:32]1[C:36]2[CH:37]=[CH:38][CH:39]=[CH:40][C:35]=2[CH2:34][CH2:33]1.[CH2:1]([C:13]1[CH:14]=[CH:15][C:16]([S:19]([O-:22])(=[O:20])=[O:21])=[CH:17][CH:18]=1)[CH2:2][CH2:3][CH2:4][CH2:5][CH2:6][CH2:7][CH2:8][CH2:9][CH2:10][CH2:11][CH3:12]. The catalyst class is: 283. (4) Reactant: C[O:2][C:3](=[O:35])[CH2:4][O:5][C:6]1[CH:15]=[CH:14][C:13]([F:16])=[C:12]2[C:7]=1[C:8]([O:31][CH:32]([F:34])[F:33])=[C:9]([CH2:19][C:20]1[CH:25]=[CH:24][C:23]([O:26][C:27]([F:30])([F:29])[F:28])=[CH:22][CH:21]=1)[C:10]([CH2:17][CH3:18])=[N:11]2.[OH-].[Li+].Cl. Product: [F:34][CH:32]([F:33])[O:31][C:8]1[C:7]2[C:12](=[C:13]([F:16])[CH:14]=[CH:15][C:6]=2[O:5][CH2:4][C:3]([OH:35])=[O:2])[N:11]=[C:10]([CH2:17][CH3:18])[C:9]=1[CH2:19][C:20]1[CH:21]=[CH:22][C:23]([O:26][C:27]([F:30])([F:29])[F:28])=[CH:24][CH:25]=1. The catalyst class is: 7.